This data is from Forward reaction prediction with 1.9M reactions from USPTO patents (1976-2016). The task is: Predict the product of the given reaction. (1) The product is: [F:34][C:20]1[C:19]([C:9]2[N:10]=[C:11]([CH:13]3[CH2:18][CH2:17][O:16][CH2:15][CH2:14]3)[S:12][C:8]=2[C:6]2[CH:5]=[CH:4][N:3]=[C:2]([NH:35][CH2:36][C@H:37]([OH:40])[CH3:38])[N:7]=2)=[CH:24][CH:23]=[CH:22][C:21]=1[NH:25][S:26]([C:29]1[CH:33]=[CH:32][O:31][CH:30]=1)(=[O:28])=[O:27]. Given the reactants Cl[C:2]1[N:7]=[C:6]([C:8]2[S:12][C:11]([CH:13]3[CH2:18][CH2:17][O:16][CH2:15][CH2:14]3)=[N:10][C:9]=2[C:19]2[C:20]([F:34])=[C:21]([NH:25][S:26]([C:29]3[CH:33]=[CH:32][O:31][CH:30]=3)(=[O:28])=[O:27])[CH:22]=[CH:23][CH:24]=2)[CH:5]=[CH:4][N:3]=1.[NH2:35][C@H:36](O)[CH2:37][CH3:38].[O:40]1CCOCC1, predict the reaction product. (2) The product is: [CH3:42][O:41][CH2:40][CH2:39][O:1][C:2]1[CH:3]=[CH:4][C:5]([O:6][C:7]2[N:12]=[C:11]([CH3:13])[C:10]([CH2:14][N:15]3[CH2:16][CH2:17][CH:18]([N:21]4[C@H:25]([C:26]5[CH:27]=[CH:28][CH:29]=[CH:30][CH:31]=5)[CH2:24][NH:23][C:22]4=[O:32])[CH2:19][CH2:20]3)=[CH:9][CH:8]=2)=[CH:33][CH:34]=1. Given the reactants [OH:1][C:2]1[CH:34]=[CH:33][C:5]([O:6][C:7]2[N:12]=[C:11]([CH3:13])[C:10]([CH2:14][N:15]3[CH2:20][CH2:19][CH:18]([N:21]4[C@H:25]([C:26]5[CH:31]=[CH:30][CH:29]=[CH:28][CH:27]=5)[CH2:24][NH:23][C:22]4=[O:32])[CH2:17][CH2:16]3)=[CH:9][CH:8]=2)=[CH:4][CH:3]=1.[H-].[Na+].BrC[CH2:39][CH2:40][O:41][CH2:42]CCBr, predict the reaction product. (3) Given the reactants O=C1CCC(=O)N1O[C:9](=[O:27])[C:10]1[CH:15]=[CH:14][C:13]([O:16][C:17](=[O:26])[N:18]([CH3:25])[C:19]2[CH:24]=[CH:23][CH:22]=[CH:21][CH:20]=2)=[CH:12][CH:11]=1.[F:28][C:29]([F:39])([F:38])[C:30]1[CH:37]=[CH:36][C:33]([CH2:34][NH2:35])=[CH:32][CH:31]=1, predict the reaction product. The product is: [F:28][C:29]([F:38])([F:39])[C:30]1[CH:37]=[CH:36][C:33]([CH2:34][NH:35][C:9]([C:10]2[CH:11]=[CH:12][C:13]([O:16][C:17](=[O:26])[N:18]([CH3:25])[C:19]3[CH:20]=[CH:21][CH:22]=[CH:23][CH:24]=3)=[CH:14][CH:15]=2)=[O:27])=[CH:32][CH:31]=1.